This data is from Full USPTO retrosynthesis dataset with 1.9M reactions from patents (1976-2016). The task is: Predict the reactants needed to synthesize the given product. The reactants are: C([O:8][C:9]1[CH:36]=[CH:35][C:34]([O:37][CH2:38][CH2:39][N:40]2[CH2:45][CH2:44][N:43]([CH3:46])[CH2:42][CH2:41]2)=[CH:33][C:10]=1[C:11]([NH:13][C:14]1[CH:26]=[C:25]([C:27]2[CH:32]=[CH:31][CH:30]=[CH:29][CH:28]=2)[CH:24]=[CH:23][C:15]=1[C:16]([O:18][C:19]([CH3:22])([CH3:21])[CH3:20])=[O:17])=[O:12])C1C=CC=CC=1. Given the product [OH:8][C:9]1[CH:36]=[CH:35][C:34]([O:37][CH2:38][CH2:39][N:40]2[CH2:45][CH2:44][N:43]([CH3:46])[CH2:42][CH2:41]2)=[CH:33][C:10]=1[C:11]([NH:13][C:14]1[CH:26]=[C:25]([C:27]2[CH:28]=[CH:29][CH:30]=[CH:31][CH:32]=2)[CH:24]=[CH:23][C:15]=1[C:16]([O:18][C:19]([CH3:20])([CH3:21])[CH3:22])=[O:17])=[O:12], predict the reactants needed to synthesize it.